This data is from NCI-60 drug combinations with 297,098 pairs across 59 cell lines. The task is: Regression. Given two drug SMILES strings and cell line genomic features, predict the synergy score measuring deviation from expected non-interaction effect. (1) Drug 2: C1CNP(=O)(OC1)N(CCCl)CCCl. Synergy scores: CSS=12.8, Synergy_ZIP=-3.31, Synergy_Bliss=-0.0610, Synergy_Loewe=-17.4, Synergy_HSA=2.36. Cell line: K-562. Drug 1: CC1C(C(CC(O1)OC2CC(CC3=C2C(=C4C(=C3O)C(=O)C5=C(C4=O)C(=CC=C5)OC)O)(C(=O)CO)O)N)O.Cl. (2) Drug 1: COC1=CC(=CC(=C1O)OC)C2C3C(COC3=O)C(C4=CC5=C(C=C24)OCO5)OC6C(C(C7C(O6)COC(O7)C8=CC=CS8)O)O. Drug 2: C1=CC=C(C(=C1)C(C2=CC=C(C=C2)Cl)C(Cl)Cl)Cl. Cell line: DU-145. Synergy scores: CSS=34.9, Synergy_ZIP=4.73, Synergy_Bliss=8.32, Synergy_Loewe=-33.6, Synergy_HSA=8.65. (3) Drug 1: C1CCC(C1)C(CC#N)N2C=C(C=N2)C3=C4C=CNC4=NC=N3. Synergy scores: CSS=3.82, Synergy_ZIP=4.64, Synergy_Bliss=7.52, Synergy_Loewe=0.586, Synergy_HSA=0.736. Drug 2: N.N.Cl[Pt+2]Cl. Cell line: SF-268.